From a dataset of Full USPTO retrosynthesis dataset with 1.9M reactions from patents (1976-2016). Predict the reactants needed to synthesize the given product. (1) Given the product [Si:24]([O:31][CH2:32][C@@H:33]([O:35][NH:36][C:21]([C:11]1[C:12]2[O:20][CH:19]=[CH:18][C:13]=2[C:14](=[O:17])[N:15]([CH3:16])[C:10]=1[NH:9][C:3]1[CH:4]=[CH:5][C:6]([I:8])=[CH:7][C:2]=1[F:1])=[O:23])[CH3:34])([C:27]([CH3:29])([CH3:30])[CH3:28])([CH3:26])[CH3:25], predict the reactants needed to synthesize it. The reactants are: [F:1][C:2]1[CH:7]=[C:6]([I:8])[CH:5]=[CH:4][C:3]=1[NH:9][C:10]1[N:15]([CH3:16])[C:14](=[O:17])[C:13]2[CH:18]=[CH:19][O:20][C:12]=2[C:11]=1[C:21]([OH:23])=O.[Si:24]([O:31][CH2:32][C@@H:33]([O:35][NH2:36])[CH3:34])([C:27]([CH3:30])([CH3:29])[CH3:28])([CH3:26])[CH3:25]. (2) Given the product [C:1]1([C:32]2[CH:37]=[CH:36][CH:35]=[CH:34][CH:33]=2)[CH:6]=[CH:5][C:4]([C:7]([N:9]2[CH2:10][CH2:11][N:12]([C:15]3[C:16]4[CH:29]=[C:28]([CH2:30][CH3:31])[S:27][C:17]=4[N:18]=[C:19]([NH:21][C:22]([C@H:23]4[CH2:41][CH2:40][CH2:39][N:38]4[C:46]([O:48][C:49]([CH3:50])([CH3:52])[CH3:51])=[O:47])=[O:26])[N:20]=3)[CH2:13][CH2:14]2)=[O:8])=[CH:3][CH:2]=1, predict the reactants needed to synthesize it. The reactants are: [C:1]1([C:32]2[CH:37]=[CH:36][CH:35]=[CH:34][CH:33]=2)[CH:6]=[CH:5][C:4]([C:7]([N:9]2[CH2:14][CH2:13][N:12]([C:15]3[C:16]4[CH:29]=[C:28]([CH2:30][CH3:31])[S:27][C:17]=4[N:18]=[C:19]([NH:21][C:22](=[O:26])[CH2:23]OC)[N:20]=3)[CH2:11][CH2:10]2)=[O:8])=[CH:3][CH:2]=1.[N:38]1([C:46]([O:48][C:49]([CH3:52])([CH3:51])[CH3:50])=[O:47])C[CH2:41][CH2:40][C@@H:39]1C([O-])=O. (3) Given the product [NH2:1][C:2]1[C:7]([C:8]#[N:9])=[CH:6][N:5]=[C:4]([NH:26][C:25]2[CH:27]=[CH:28][C:22]([C:20](=[O:21])[NH:19][CH2:18][CH2:17][CH2:16][N:11]3[CH:15]=[CH:14][N:13]=[CH:12]3)=[CH:23][CH:24]=2)[N:3]=1, predict the reactants needed to synthesize it. The reactants are: [NH2:1][C:2]1[C:7]([C:8]#[N:9])=[CH:6][N:5]=[C:4](Cl)[N:3]=1.[N:11]1([CH2:16][CH2:17][CH2:18][NH:19][C:20]([C:22]2[CH:28]=[CH:27][C:25]([NH2:26])=[CH:24][CH:23]=2)=[O:21])[CH:15]=[CH:14][N:13]=[CH:12]1. (4) The reactants are: [F:1][C:2]1([F:56])[CH2:7][CH2:6][CH:5]([C:8]2[C:17]3[CH:16]([O:18][CH2:19][C:20]4[CH:25]=[CH:24][C:23]([O:26][CH3:27])=[CH:22][CH:21]=4)[CH2:15][C:14]([CH3:29])([CH3:28])[CH2:13][C:12]=3[N:11]=[C:10]([CH:30]3[CH2:35][CH2:34][N:33]([C:36]4[N:41]=[CH:40][C:39]([CH2:42][OH:43])=[CH:38][N:37]=4)[CH2:32][CH2:31]3)[C:9]=2[CH:44]([F:55])[C:45]2[CH:50]=[CH:49][C:48]([C:51]([F:54])([F:53])[F:52])=[CH:47][CH:46]=2)[CH2:4][CH2:3]1.[CH:57](N(C(C)C)CC)(C)[CH3:58].CS(Cl)(=O)=O.C(=O)([O-])O.[Na+]. Given the product [F:56][C:2]1([F:1])[CH2:7][CH2:6][CH:5]([C:8]2[C:17]3[CH:16]([O:18][CH2:19][C:20]4[CH:21]=[CH:22][C:23]([O:26][CH3:27])=[CH:24][CH:25]=4)[CH2:15][C:14]([CH3:28])([CH3:29])[CH2:13][C:12]=3[N:11]=[C:10]([CH:30]3[CH2:31][CH2:32][N:33]([C:36]4[N:41]=[CH:40][C:39]([CH2:42][O:43][CH2:57][CH3:58])=[CH:38][N:37]=4)[CH2:34][CH2:35]3)[C:9]=2[CH:44]([F:55])[C:45]2[CH:46]=[CH:47][C:48]([C:51]([F:53])([F:52])[F:54])=[CH:49][CH:50]=2)[CH2:4][CH2:3]1, predict the reactants needed to synthesize it. (5) Given the product [Cl:1][C:2]1[CH:10]=[C:9]2[C:5]([C:6]3([C@@H:15]([C:16]4[CH:21]=[CH:20][N:19]=[C:18]([Cl:22])[C:17]=4[F:23])[C@H:14]([C:24]([OH:26])=[O:25])[NH:13][C:12]43[CH2:33][CH2:32][C:31]([CH3:35])([CH3:34])[CH2:30][CH2:29]4)[C:7](=[O:11])[NH:8]2)=[CH:4][CH:3]=1, predict the reactants needed to synthesize it. The reactants are: [Cl:1][C:2]1[CH:10]=[C:9]2[C:5]([C@@:6]3([C@@H:15]([C:16]4[CH:21]=[CH:20][N:19]=[C:18]([Cl:22])[C:17]=4[F:23])[C@H:14]([C:24]([O:26]CC)=[O:25])[NH:13][C:12]43[CH2:33][CH2:32][C:31]([CH3:35])([CH3:34])[CH2:30][CH2:29]4)[C:7](=[O:11])[NH:8]2)=[CH:4][CH:3]=1.[OH-].[Na+].Cl.O. (6) Given the product [CH3:29][S:28][C:25]1[CH:26]=[CH:27][C:22]([N:16]2[CH2:15][CH2:14][N:13]([C:8]3[C:9]([CH3:12])=[C:10]([CH3:11])[C:4]4[O:3][C:2]([CH3:20])([CH3:1])[CH2:6][C:5]=4[C:7]=3[CH3:19])[CH2:18][CH2:17]2)=[CH:23][CH:24]=1, predict the reactants needed to synthesize it. The reactants are: [CH3:1][C:2]1([CH3:20])[CH2:6][C:5]2[C:7]([CH3:19])=[C:8]([N:13]3[CH2:18][CH2:17][NH:16][CH2:15][CH2:14]3)[C:9]([CH3:12])=[C:10]([CH3:11])[C:4]=2[O:3]1.Br[C:22]1[CH:27]=[CH:26][C:25]([S:28][CH3:29])=[CH:24][CH:23]=1. (7) Given the product [S:15]1[C:16]2[CH:22]=[CH:21][CH:20]=[CH:19][C:17]=2[N:18]=[C:14]1[NH:12][NH:13][C:9]([C:7]1[O:8][C:4]([N+:1]([O-:3])=[O:2])=[CH:5][CH:6]=1)=[O:10], predict the reactants needed to synthesize it. The reactants are: [N+:1]([C:4]1[O:8][C:7]([C:9](Cl)=[O:10])=[CH:6][CH:5]=1)([O-:3])=[O:2].[NH:12]([C:14]1[S:15][C:16]2[CH:22]=[CH:21][CH:20]=[CH:19][C:17]=2[N:18]=1)[NH2:13]. (8) Given the product [CH3:19][Si:20]([C:23]#[C:24][C:15]1[N:14]=[C:13]2[N:9]([C:1](=[O:8])[C:2]3[CH:7]=[CH:6][CH:5]=[CH:4][CH:3]=3)[CH:10]=[CH:11][C:12]2=[CH:17][CH:16]=1)([CH3:22])[CH3:21], predict the reactants needed to synthesize it. The reactants are: [C:1]([N:9]1[C:13]2=[N:14][C:15](Br)=[CH:16][CH:17]=[C:12]2[CH:11]=[CH:10]1)(=[O:8])[C:2]1[CH:7]=[CH:6][CH:5]=[CH:4][CH:3]=1.[CH3:19][Si:20]([C:23]#[CH:24])([CH3:22])[CH3:21].